From a dataset of Catalyst prediction with 721,799 reactions and 888 catalyst types from USPTO. Predict which catalyst facilitates the given reaction. (1) Reactant: [Cl:1][C:2]1[C:10]2[C:5](=[CH:6][CH:7]=[CH:8][CH:9]=2)[N:4]([C:11]2[CH:33]=[CH:32][C:14]([CH2:15][NH:16][C:17]([C:19]3([NH:22][C:23]([C:25]4[O:29][N:28]=[C:27](OC)[CH:26]=4)=[O:24])[CH2:21][CH2:20]3)=[O:18])=[CH:13][CH:12]=2)[C:3]=1[C:34]1[N:38]=[C:37]([CH3:39])[O:36][N:35]=1.[CH2:40]([C:43]1C=C(C(O)=O)ON=1)[CH2:41]C.C(N(CC)CC)C.CN(C(ON1N=NC2C=CC=CC1=2)=[N+](C)C)C.F[P-](F)(F)(F)(F)F. Product: [Cl:1][C:2]1[C:10]2[C:5](=[CH:6][CH:7]=[CH:8][CH:9]=2)[N:4]([C:11]2[CH:33]=[CH:32][C:14]([CH2:15][NH:16][C:17]([C:19]3([NH:22][C:23]([C:25]4[O:29][N:28]=[C:27]([CH2:41][CH2:40][CH3:43])[CH:26]=4)=[O:24])[CH2:21][CH2:20]3)=[O:18])=[CH:13][CH:12]=2)[C:3]=1[C:34]1[N:38]=[C:37]([CH3:39])[O:36][N:35]=1. The catalyst class is: 9. (2) Product: [Cl:1][C:2]1[C:7]([CH2:8][CH2:9][C:10]([OH:12])=[O:11])=[CH:6][C:5]([O:14][CH3:15])=[C:4]([OH:16])[CH:3]=1. The catalyst class is: 11. Reactant: [Cl:1][C:2]1[C:7]([CH2:8][CH2:9][C:10]([O:12]C)=[O:11])=[CH:6][C:5]([O:14][CH3:15])=[C:4]([O:16]CC2C=CC=CC=2)[CH:3]=1.Br.C(O)(=O)C. (3) Reactant: [F:1][C:2]1[CH:7]=[CH:6][C:5]([C:8]2[C:16]3[C:11](=[CH:12][CH:13]=[CH:14][CH:15]=3)[N:10]([CH:17]([CH3:19])[CH3:18])[CH:9]=2)=[CH:4][CH:3]=1.[CH3:20][O:21][CH:22]([O:28]C)[CH2:23][C:24](OC)=O.C(O)(=O)C.P(Cl)(Cl)(Cl)=O. Product: [F:1][C:2]1[CH:7]=[CH:6][C:5]([C:8]2[C:16]3[C:11](=[CH:12][CH:13]=[CH:14][CH:15]=3)[N:10]([CH:17]([CH3:19])[CH3:18])[C:9]=2/[CH:24]=[CH:23]/[C:22]([O:21][CH3:20])=[O:28])=[CH:4][CH:3]=1. The catalyst class is: 6. (4) Reactant: CC1[N:3]([C:8]2[C:16]3[C:11](=[CH:12][CH:13]=[C:14]([C:17]([F:20])([F:19])[F:18])[CH:15]=3)[N:10]([CH3:21])[N:9]=2)C(C)=CC=1.[OH-].[K+].Cl.NO. Product: [CH3:21][N:10]1[C:11]2[C:16](=[CH:15][C:14]([C:17]([F:18])([F:19])[F:20])=[CH:13][CH:12]=2)[C:8]([NH2:3])=[N:9]1. The catalyst class is: 40. (5) Reactant: [OH:1][CH:2]1[CH:6]([OH:7])[CH2:5][CH:4]([C:8]2[CH:9]=[CH:10][C:11]([NH:19]C(=O)OC(C)(C)C)=[C:12]3[C:16]=2[CH2:15][N:14]([CH3:17])[C:13]3=[O:18])[CH2:3]1.[C:27]([OH:33])([C:29]([F:32])([F:31])[F:30])=[O:28]. The catalyst class is: 2. Product: [F:30][C:29]([F:32])([F:31])[C:27]([OH:33])=[O:28].[NH2:19][C:11]1[CH:10]=[CH:9][C:8]([CH:4]2[CH2:3][CH:2]([OH:1])[CH:6]([OH:7])[CH2:5]2)=[C:16]2[C:12]=1[C:13](=[O:18])[N:14]([CH3:17])[CH2:15]2.